From a dataset of Forward reaction prediction with 1.9M reactions from USPTO patents (1976-2016). Predict the product of the given reaction. Given the reactants [CH:1]1([CH2:4][O:5][C:6]2[CH:11]=[C:10]([F:12])[CH:9]=[CH:8][C:7]=2[C:13]2[C:14]3[N:21]([CH2:22][O:23][CH2:24][CH2:25][Si:26]([CH3:29])([CH3:28])[CH3:27])[C:20]([CH3:30])=[C:19]([C:31]([OH:33])=O)[C:15]=3[N:16]=[CH:17][N:18]=2)[CH2:3][CH2:2]1.[NH2:34][C@H:35]1[CH2:40][CH2:39][C@H:38]([NH:41][C:42](=[O:48])[O:43][C:44]([CH3:47])([CH3:46])[CH3:45])[CH2:37][CH2:36]1, predict the reaction product. The product is: [CH:1]1([CH2:4][O:5][C:6]2[CH:11]=[C:10]([F:12])[CH:9]=[CH:8][C:7]=2[C:13]2[C:14]3[N:21]([CH2:22][O:23][CH2:24][CH2:25][Si:26]([CH3:28])([CH3:27])[CH3:29])[C:20]([CH3:30])=[C:19]([C:31]([NH:34][C@H:35]4[CH2:40][CH2:39][C@H:38]([NH:41][C:42](=[O:48])[O:43][C:44]([CH3:46])([CH3:45])[CH3:47])[CH2:37][CH2:36]4)=[O:33])[C:15]=3[N:16]=[CH:17][N:18]=2)[CH2:2][CH2:3]1.